From a dataset of Reaction yield outcomes from USPTO patents with 853,638 reactions. Predict the reaction yield, written as a fraction of the theoretical maximum amount of product (1.0 means a 100% yield; for example, 0.34 means a 34% yield). (1) The reactants are [CH3:1][O:2][C:3](=[O:15])[C:4]1[CH:9]=[C:8](I)[C:7]([CH:11]([F:13])[CH3:12])=[CH:6][C:5]=1[NH2:14].[CH3:16][N:17]1[C:21]([Sn](CCCC)(CCCC)CCCC)=[CH:20][CH:19]=[N:18]1. The catalyst is O1CCOCC1.Cl[Pd](Cl)([P](C1C=CC=CC=1)(C1C=CC=CC=1)C1C=CC=CC=1)[P](C1C=CC=CC=1)(C1C=CC=CC=1)C1C=CC=CC=1. The product is [CH3:1][O:2][C:3](=[O:15])[C:4]1[CH:9]=[C:8]([C:21]2[N:17]([CH3:16])[N:18]=[CH:19][CH:20]=2)[C:7]([CH:11]([F:13])[CH3:12])=[CH:6][C:5]=1[NH2:14]. The yield is 0.930. (2) The reactants are O[CH:2]=[C:3]1[C:11]2[C:6](=[CH:7][C:8]([C:12]([C:14]3[CH:15]=[C:16]([NH:20][C:21]([C:23]4[N:24]([CH2:29][CH3:30])[N:25]=[C:26]([CH3:28])[CH:27]=4)=[O:22])[CH:17]=[CH:18][CH:19]=3)=[O:13])=[CH:9][CH:10]=2)[NH:5][C:4]1=[O:31].[NH2:32][C:33]1[CH:34]=[C:35]([OH:39])[CH:36]=[CH:37][CH:38]=1. The catalyst is C1COCC1. The product is [OH:39][C:35]1[CH:34]=[C:33]([NH:32][CH:2]=[C:3]2[C:11]3[C:6](=[CH:7][C:8]([C:12]([C:14]4[CH:15]=[C:16]([NH:20][C:21]([C:23]5[N:24]([CH2:29][CH3:30])[N:25]=[C:26]([CH3:28])[CH:27]=5)=[O:22])[CH:17]=[CH:18][CH:19]=4)=[O:13])=[CH:9][CH:10]=3)[NH:5][C:4]2=[O:31])[CH:38]=[CH:37][CH:36]=1. The yield is 0.370.